From a dataset of Reaction yield outcomes from USPTO patents with 853,638 reactions. Predict the reaction yield, written as a fraction of the theoretical maximum amount of product (1.0 means a 100% yield; for example, 0.34 means a 34% yield). (1) The reactants are [S:1]1[C:5]2[CH:6]=[CH:7][CH:8]=[CH:9][C:4]=2[N:3]=[C:2]1[N:10]1[C:14](=[O:15])[CH:13]=[C:12]([CH3:16])[NH:11]1.CO[CH:19](OC)[N:20]([CH3:22])[CH3:21]. The catalyst is C1(C)C=CC=CC=1. The product is [S:1]1[C:5]2[CH:6]=[CH:7][CH:8]=[CH:9][C:4]=2[N:3]=[C:2]1[N:10]1[C:14](=[O:15])[C:13](=[CH:19][N:20]([CH3:22])[CH3:21])[C:12]([CH3:16])=[N:11]1. The yield is 0.660. (2) The reactants are [F:1][C:2]1[CH:7]=[CH:6][C:5]([N+:8]([O-])=O)=[CH:4][C:3]=1[C@:11]1([CH3:22])[CH2:16][S:15](=[O:18])(=[O:17])[C:14]([CH3:20])([CH3:19])[C:13]([NH2:21])=[N:12]1.C(N(CC)CC)C. The catalyst is C(O)C.[Pd]. The product is [NH2:8][C:5]1[CH:6]=[CH:7][C:2]([F:1])=[C:3]([C@:11]2([CH3:22])[CH2:16][S:15](=[O:17])(=[O:18])[C:14]([CH3:19])([CH3:20])[C:13]([NH2:21])=[N:12]2)[CH:4]=1. The yield is 0.880. (3) The reactants are CS([O:5][C:6]1[C:11]([N+:12]([O-:14])=[O:13])=[CH:10][C:9]([CH:15]2[C:20]([C:21]3[CH:26]=[CH:25][CH:24]=[CH:23][CH:22]=3)=[C:19]([C:27]3[CH:32]=[CH:31][C:30]([NH:33][S:34]([CH3:37])(=[O:36])=[O:35])=[CH:29][CH:28]=3)[NH:18][C:17](=[O:38])[NH:16]2)=[CH:8][C:7]=1[O:39][CH2:40][CH3:41])(=O)=O.[OH-].[Na+].Cl.O. The catalyst is C(O)C. The product is [CH2:40]([O:39][C:7]1[CH:8]=[C:9]([CH:15]2[NH:16][C:17](=[O:38])[NH:18][C:19]([C:27]3[CH:28]=[CH:29][C:30]([NH:33][S:34]([CH3:37])(=[O:35])=[O:36])=[CH:31][CH:32]=3)=[C:20]2[C:21]2[CH:26]=[CH:25][CH:24]=[CH:23][CH:22]=2)[CH:10]=[C:11]([N+:12]([O-:14])=[O:13])[C:6]=1[OH:5])[CH3:41]. The yield is 0.689. (4) The reactants are [Cl:1][C:2]1[N:7]=[CH:6][C:5](B(O)O)=[CH:4][CH:3]=1.[C:11]1(Br)[CH:16]=[CH:15][CH:14]=[CH:13][CH:12]=1.[O-]P([O-])([O-])=O.[K+].[K+].[K+]. The catalyst is O1CCOCC1.O.C1C=CC(/C=C/C(/C=C/C2C=CC=CC=2)=O)=CC=1.C1C=CC(/C=C/C(/C=C/C2C=CC=CC=2)=O)=CC=1.C1C=CC(/C=C/C(/C=C/C2C=CC=CC=2)=O)=CC=1.[Pd].[Pd]. The product is [Cl:1][C:2]1[CH:3]=[CH:4][C:5]([C:11]2[CH:16]=[CH:15][CH:14]=[CH:13][CH:12]=2)=[CH:6][N:7]=1. The yield is 0.830. (5) The reactants are [ClH:1].[F:2][C:3]1[CH:4]=[CH:5][C:6](C(F)(F)F)=[C:7]([C:9]2[CH2:10][CH2:11][NH:12][CH2:13][CH:14]=2)[CH:8]=1.CC(O)=O. The catalyst is CCOC(C)=O.CO.O=[Pt]=O. The product is [ClH:1].[Cl:1][C:6]1[CH:5]=[CH:4][C:3]([F:2])=[CH:8][C:7]=1[CH:9]1[CH2:10][CH2:11][NH:12][CH2:13][CH2:14]1. The yield is 0.480. (6) The reactants are C1(C(C2C=CC=CC=2)([C@H]2CCCN2)O)C=CC=CC=1.B(OC)(OC)OC.B.C(N(CC)C1C=CC=CC=1)C.[Cl:39][C:40]1[CH:45]=[CH:44][C:43]([C:46](=[O:61])[CH2:47][CH2:48][C:49]([C:51]2[CH:56]=[CH:55][C:54]([Cl:57])=[C:53]([N+:58]([O-:60])=[O:59])[CH:52]=2)=[O:50])=[CH:42][C:41]=1[N+:62]([O-:64])=[O:63]. The catalyst is C1COCC1. The product is [Cl:39][C:40]1[CH:45]=[CH:44][C:43]([C@@H:46]([OH:61])[CH2:47][CH2:48][C@@H:49]([C:51]2[CH:56]=[CH:55][C:54]([Cl:57])=[C:53]([N+:58]([O-:60])=[O:59])[CH:52]=2)[OH:50])=[CH:42][C:41]=1[N+:62]([O-:64])=[O:63]. The yield is 0.990. (7) The reactants are [NH2:1][CH:2]1[CH2:7][CH2:6][N:5]([CH2:8][CH:9]2[N:19]3[C:20]4[N:11]([C:12](=[O:22])[CH:13]=[CH:14][C:15]=4[N:16]=[CH:17][C:18]3=[O:21])[CH2:10]2)[CH2:4][CH2:3]1.C(Cl)(Cl)[Cl:24].[O:27]1[C:36]2[CH:35]=[C:34]([CH:37]=O)[N:33]=[CH:32][C:31]=2[O:30][CH2:29][CH2:28]1.C(O[BH-](OC(=O)C)OC(=O)C)(=O)C.[Na+]. The catalyst is CO. The product is [ClH:24].[O:27]1[C:36]2[CH:35]=[C:34]([CH2:37][NH:1][CH:2]3[CH2:7][CH2:6][N:5]([CH2:8][CH:9]4[N:19]5[C:20]6[N:11]([C:12](=[O:22])[CH:13]=[CH:14][C:15]=6[N:16]=[CH:17][C:18]5=[O:21])[CH2:10]4)[CH2:4][CH2:3]3)[N:33]=[CH:32][C:31]=2[O:30][CH2:29][CH2:28]1. The yield is 0.400. (8) The reactants are [F:1][C:2]1[CH:3]=[C:4]([CH:28]=[CH:29][CH:30]=1)[O:5][C:6]1[CH:11]=[CH:10][C:9]([C:12]2[C:20]3[C:15](=[N:16][CH:17]=[N:18][C:19]=3[NH2:21])[N:14]([CH2:22][C@H:23]3[CH2:27][CH2:26][CH2:25][NH:24]3)[N:13]=2)=[CH:8][CH:7]=1.[C:31]([CH2:33][C:34](O)=[O:35])#[N:32].CN(C(ON1N=NC2C=CC=NC1=2)=[N+](C)C)C.F[P-](F)(F)(F)(F)F.C(N(CC)CC)C. The catalyst is CN(C)C=O. The product is [NH2:21][C:19]1[N:18]=[CH:17][N:16]=[C:15]2[N:14]([CH2:22][C@H:23]3[CH2:27][CH2:26][CH2:25][N:24]3[C:34](=[O:35])[CH2:33][C:31]#[N:32])[N:13]=[C:12]([C:9]3[CH:10]=[CH:11][C:6]([O:5][C:4]4[CH:28]=[CH:29][CH:30]=[C:2]([F:1])[CH:3]=4)=[CH:7][CH:8]=3)[C:20]=12. The yield is 0.600. (9) No catalyst specified. The reactants are [Br:1][C:2]1[CH:3]=[C:4]([C:9]([C:13]2[CH:18]=[CH:17][C:16](OC)=[CH:15][CH:14]=2)=[CH:10]OC)[C:5]([NH2:8])=[N:6][CH:7]=1.Cl(O)(=O)(=O)=O.[O:26]1CCOC[CH2:27]1. The yield is 0.820. The product is [Br:1][C:2]1[CH:3]=[C:4]2[C:9]([C:13]3[CH:14]=[CH:15][CH:16]=[CH:17][C:18]=3[O:26][CH3:27])=[CH:10][NH:8][C:5]2=[N:6][CH:7]=1.